From a dataset of Forward reaction prediction with 1.9M reactions from USPTO patents (1976-2016). Predict the product of the given reaction. Given the reactants [OH:1][C@@:2]1([C:16]([OH:18])=[O:17])[C:10]2[CH:9]=[C:8]([CH:11](C)[CH3:12])[S:7][C:6]=2[C@@H:5]([OH:14])[C@H:4]([OH:15])[CH2:3]1.C(C1SC=CC=1)=C, predict the reaction product. The product is: [CH2:11]([C:8]1[S:7][C:6]2[C@@H:5]([OH:14])[C@H:4]([OH:15])[CH2:3][C@:2]([OH:1])([C:16]([OH:18])=[O:17])[C:10]=2[CH:9]=1)[CH3:12].